From a dataset of Catalyst prediction with 721,799 reactions and 888 catalyst types from USPTO. Predict which catalyst facilitates the given reaction. (1) Reactant: COC1C=C(C2ON=C(CSC3NC4C=CC=CC=4N=3)N=2)C=CC=1.C(=O)([O-])[O-].[Cs+].[Cs+].[Cl:31][C:32]1[S:36][CH:35]=[C:34]([C:37]2[O:41][N:40]=[C:39]([CH2:42]ON3C4C=CC=CC=4N=N3)[N:38]=2)[CH:33]=1.[CH2:53]([N:55]1[C:59]([C:60]2[O:61][CH:62]=[CH:63][CH:64]=2)=[N:58][NH:57][C:56]1=[S:65])[CH3:54]. Product: [Cl:31][C:32]1[S:36][CH:35]=[C:34]([C:37]2[O:41][N:40]=[C:39]([CH2:42][S:65][C:56]3[N:55]([CH2:53][CH3:54])[C:59]([C:60]4[O:61][CH:62]=[CH:63][CH:64]=4)=[N:58][N:57]=3)[N:38]=2)[CH:33]=1. The catalyst class is: 243. (2) Reactant: C(OC([N:8]1[CH2:13][CH2:12][CH:11]([O:14][C:15]2[C:24]3[C:19](=[CH:20][CH:21]=[CH:22][CH:23]=3)[C:18]([NH:25][C:26]([NH:28][C:29]3[N:30]([C:40]4[CH:45]=[CH:44][C:43]([CH3:46])=[CH:42][CH:41]=4)[N:31]=[C:32]([C:34]([CH2:38][F:39])([CH3:37])[CH2:35][F:36])[CH:33]=3)=[O:27])=[CH:17][N:16]=2)[CH2:10][CH2:9]1)=O)(C)(C)C.[ClH:47].O1CCOCC1. Product: [ClH:47].[F:36][CH2:35][C:34]([C:32]1[CH:33]=[C:29]([NH:28][C:26]([NH:25][C:18]2[C:19]3[C:24](=[CH:23][CH:22]=[CH:21][CH:20]=3)[C:15]([O:14][CH:11]3[CH2:12][CH2:13][NH:8][CH2:9][CH2:10]3)=[N:16][CH:17]=2)=[O:27])[N:30]([C:40]2[CH:45]=[CH:44][C:43]([CH3:46])=[CH:42][CH:41]=2)[N:31]=1)([CH2:38][F:39])[CH3:37]. The catalyst class is: 4. (3) Reactant: [Br:1][C:2]1[C:19]([OH:20])=[CH:18][C:5]2[C:6]([C:9]([C:11]3[CH:16]=[CH:15][C:14]([F:17])=[CH:13][CH:12]=3)=[O:10])=[CH:7][O:8][C:4]=2[C:3]=1[Br:21].[N+]([O-])(O)=[O:23].O. Product: [Br:1][C:2]1[C:19](=[O:20])[C:18](=[O:23])[C:5]2[C:6]([C:9](=[O:10])[C:11]3[CH:12]=[CH:13][C:14]([F:17])=[CH:15][CH:16]=3)=[CH:7][O:8][C:4]=2[C:3]=1[Br:21]. The catalyst class is: 52. (4) Reactant: [N:1]([CH:4]([C:6]1[CH:11]=[C:10]([Br:12])[CH:9]=[CH:8][N:7]=1)[CH3:5])=[N+]=[N-].C1(P(C2C=CC=CC=2)C2C=CC=CC=2)C=CC=CC=1. Product: [Br:12][C:10]1[CH:9]=[CH:8][N:7]=[C:6]([CH:4]([NH2:1])[CH3:5])[CH:11]=1. The catalyst class is: 20. (5) Reactant: Cl[C:2]1[C:7]([N+:8]([O-:10])=[O:9])=[CH:6][N:5]=[CH:4][C:3]=1[CH3:11].[NH:12]1[CH2:17][CH2:16][CH2:15][C@H:14]([NH:18][C:19](=[O:25])[O:20][C:21]([CH3:24])([CH3:23])[CH3:22])[CH2:13]1.C(N(CC)CC)C. Product: [CH3:11][C:3]1[CH:4]=[N:5][CH:6]=[C:7]([N+:8]([O-:10])=[O:9])[C:2]=1[N:12]1[CH2:17][CH2:16][CH2:15][C@H:14]([NH:18][C:19](=[O:25])[O:20][C:21]([CH3:23])([CH3:22])[CH3:24])[CH2:13]1. The catalyst class is: 32. (6) Reactant: [Cl:1][C:2]1[CH:3]=[C:4]2[C:10]([C:11]3[N:16]=[C:15]([NH:17][C@H:18]4[CH2:23][CH2:22][CH2:21][C@@H:20]([NH2:24])[CH2:19]4)[C:14]([F:25])=[CH:13][N:12]=3)=[CH:9][N:8](S(C3C=CC(C)=CC=3)(=O)=O)[C:5]2=[N:6][CH:7]=1.C(OC([N:43]1[CH2:48][CH2:47][O:46][CH:45]([C:49](O)=[O:50])[CH2:44]1)=O)(C)(C)C.C(Cl)CCl.C1C=CC2N(O)N=NC=2C=1.CCN(C(C)C)C(C)C.[OH-].[Li+]. Product: [Cl:1][C:2]1[CH:3]=[C:4]2[C:10]([C:11]3[N:16]=[C:15]([NH:17][C@H:18]4[CH2:23][CH2:22][CH2:21][C@@H:20]([NH:24][C:49]([CH:45]5[O:46][CH2:47][CH2:48][NH:43][CH2:44]5)=[O:50])[CH2:19]4)[C:14]([F:25])=[CH:13][N:12]=3)=[CH:9][NH:8][C:5]2=[N:6][CH:7]=1. The catalyst class is: 2. (7) Reactant: [OH:1][C:2]1[CH:11]=[CH:10][CH:9]=[C:8]2[C:3]=1[CH:4]=[CH:5][N:6]=[CH:7]2.[Br:12][C:13]1[CH:14]=[N:15][CH:16]=[C:17](Br)[CH:18]=1.C(=O)([O-])[O-].[K+].[K+]. Product: [Br:12][C:13]1[CH:18]=[C:17]([O:1][C:2]2[CH:11]=[CH:10][CH:9]=[C:8]3[C:3]=2[CH:4]=[CH:5][N:6]=[CH:7]3)[CH:16]=[N:15][CH:14]=1. The catalyst class is: 3.